This data is from Full USPTO retrosynthesis dataset with 1.9M reactions from patents (1976-2016). The task is: Predict the reactants needed to synthesize the given product. (1) Given the product [NH:1]1[C:9]2[C:4](=[CH:5][CH:6]=[CH:7][CH:8]=2)[C:3](/[CH:10]=[C:11]2\[O:12][C:13]3[C:20]([CH2:21][N:22]4[CH2:23][CH2:24][NH:25][CH2:26][CH2:27]4)=[C:19]([O:35][CH3:36])[CH:18]=[CH:17][C:14]=3[C:15]\2=[O:16])=[N:2]1, predict the reactants needed to synthesize it. The reactants are: [NH:1]1[C:9]2[C:4](=[CH:5][CH:6]=[CH:7][CH:8]=2)[C:3](/[CH:10]=[C:11]2\[O:12][C:13]3[C:20]([CH2:21][N:22]4[CH2:27][CH2:26][N:25](C(OC(C)(C)C)=O)[CH2:24][CH2:23]4)=[C:19]([O:35][CH3:36])[CH:18]=[CH:17][C:14]=3[C:15]\2=[O:16])=[N:2]1.FC(F)(F)C(O)=O. (2) Given the product [N:12]([CH2:2][CH2:3][CH2:4][CH2:5][CH2:6][CH2:7][CH2:8][C:9]([OH:11])=[O:10])=[N+:13]=[N-:14], predict the reactants needed to synthesize it. The reactants are: Br[CH2:2][CH2:3][CH2:4][CH2:5][CH2:6][CH2:7][CH2:8][C:9]([OH:11])=[O:10].[N-:12]=[N+:13]=[N-:14].[Na+]. (3) Given the product [CH:1]1([NH:3][C:4](=[N:7][C:8]#[N:9])[S:5][CH3:6])[CH2:10][CH2:2]1, predict the reactants needed to synthesize it. The reactants are: [CH2:1]([NH:3][C:4](=[N:7][C:8]#[N:9])[S:5][CH3:6])[CH3:2].[CH:10]1(N)CC1.C(N)C. (4) Given the product [CH2:13]([NH:20][C:1](=[O:12])/[CH:2]=[CH:3]/[CH2:4][CH2:5][CH2:6][CH2:7][CH2:8][CH2:9][CH3:10])[CH2:14][CH2:15][CH2:16][CH2:17][CH2:18][CH3:19], predict the reactants needed to synthesize it. The reactants are: [C:1]([OH:12])(=O)/[CH:2]=[CH:3]/[CH2:4][CH2:5][CH2:6][CH2:7][CH2:8][CH2:9][CH3:10].[CH2:13]([NH2:20])[CH2:14][CH2:15][CH2:16][CH2:17][CH2:18][CH3:19]. (5) Given the product [Cl:28][C:26]1[CH:27]=[C:22]([C:19]2[CH:18]=[CH:17][C:16]([C:14]([N:10]3[CH2:9][CH2:8][N:7]([C:6]([NH2:47])=[O:5])[CH2:12][CH2:11]3)=[O:15])=[CH:21][CH:20]=2)[CH:23]=[C:24]([Cl:42])[C:25]=1[CH2:29][CH:30]1[CH2:34][CH2:33][N:32]([CH:35]2[CH2:40][CH2:39][CH2:38][CH2:37][CH2:36]2)[C:31]1=[O:41], predict the reactants needed to synthesize it. The reactants are: C([O:5][C:6](=O)[NH:7][CH:8]1C[CH2:12][CH2:11][N:10]([C:14]([C:16]2[CH:21]=[CH:20][C:19]([C:22]3[CH:27]=[C:26]([Cl:28])[C:25]([CH2:29][CH:30]4[CH2:34][CH2:33][N:32]([CH:35]5[CH2:40][CH2:39][CH2:38][CH2:37][CH2:36]5)[C:31]4=[O:41])=[C:24]([Cl:42])[CH:23]=3)=[CH:18][CH:17]=2)=[O:15])[CH2:9]1)(C)(C)C.Cl.[O-]C#[N:47].[K+]. (6) Given the product [Br:1][C:2]1[CH:7]=[C:6]([F:8])[CH:5]=[CH:4][C:3]=1[O:9][CH:17]([CH3:21])[C:18](=[O:20])[CH3:19], predict the reactants needed to synthesize it. The reactants are: [Br:1][C:2]1[CH:7]=[C:6]([F:8])[CH:5]=[CH:4][C:3]=1[OH:9].C(=O)([O-])[O-].[K+].[K+].Cl[CH:17]([CH3:21])[C:18](=[O:20])[CH3:19].[I-].[K+]. (7) Given the product [ClH:33].[CH3:1][O:2][C:3]1[CH:25]=[C:24]([O:26][CH3:27])[CH:23]=[CH:22][C:4]=1[C:5]([N:7]1[CH2:21][CH2:20][C:10]2([NH:14][C:13](=[O:15])[C@H:12]([CH2:16][CH2:17][S:18][CH3:19])[NH:11]2)[CH2:9][CH2:8]1)=[O:6], predict the reactants needed to synthesize it. The reactants are: [CH3:1][O:2][C:3]1[CH:25]=[C:24]([O:26][CH3:27])[CH:23]=[CH:22][C:4]=1[C:5]([N:7]1[CH2:21][CH2:20][C:10]2([NH:14][C:13](=[O:15])[C@H:12]([CH2:16][CH2:17][S:18][CH3:19])[NH:11]2)[CH2:9][CH2:8]1)=[O:6].O.C[Si]([Cl:33])(C)C. (8) Given the product [Br:28][C:14]1[CH:15]=[C:16]2[C:7](=[C:8]3[C:13]=1[CH:12]=[CH:11][CH:10]=[CH:9]3)[C:6]1[CH:1]=[CH:2][CH:3]=[CH:4][C:5]=1[C:22]1[C:17]2=[CH:18][CH:19]=[CH:20][CH:21]=1, predict the reactants needed to synthesize it. The reactants are: [CH:1]1[C:6]2[C:7]3[C:16]([C:17]4[C:22]([C:5]=2[CH:4]=[CH:3][CH:2]=1)=[CH:21][CH:20]=[CH:19][CH:18]=4)=[CH:15][CH:14]=[C:13]1[C:8]=3[CH:9]=[CH:10][CH:11]=[CH:12]1.CN(C)C=O.[Br:28]N1C(=O)CCC1=O.